This data is from NCI-60 drug combinations with 297,098 pairs across 59 cell lines. The task is: Regression. Given two drug SMILES strings and cell line genomic features, predict the synergy score measuring deviation from expected non-interaction effect. Drug 1: CC1C(C(CC(O1)OC2CC(CC3=C2C(=C4C(=C3O)C(=O)C5=C(C4=O)C(=CC=C5)OC)O)(C(=O)CO)O)N)O.Cl. Drug 2: C(CN)CNCCSP(=O)(O)O. Cell line: SW-620. Synergy scores: CSS=0.772, Synergy_ZIP=0.0706, Synergy_Bliss=-1.85, Synergy_Loewe=0.433, Synergy_HSA=-2.69.